This data is from Full USPTO retrosynthesis dataset with 1.9M reactions from patents (1976-2016). The task is: Predict the reactants needed to synthesize the given product. (1) Given the product [C:21]([O:13][C:8]1[CH:9]=[CH:10][CH:11]=[CH:12][C:7]=1[C:1]1[CH:2]=[CH:3][CH:4]=[CH:5][CH:6]=1)(=[O:28])[C:22]1[CH:27]=[CH:26][CH:25]=[CH:24][CH:23]=1, predict the reactants needed to synthesize it. The reactants are: [C:1]1([C:7]2[CH:12]=[CH:11][CH:10]=[CH:9][C:8]=2[OH:13])[CH:6]=[CH:5][CH:4]=[CH:3][CH:2]=1.C(N(CC)CC)C.[C:21](Cl)(=[O:28])[C:22]1[CH:27]=[CH:26][CH:25]=[CH:24][CH:23]=1. (2) Given the product [Br:10][C:6]1[CH:7]=[C:2]([F:1])[C:3]([NH2:9])=[C:4]([F:8])[CH:5]=1, predict the reactants needed to synthesize it. The reactants are: [F:1][C:2]1[CH:7]=[CH:6][CH:5]=[C:4]([F:8])[C:3]=1[NH2:9].[Br:10]Br. (3) The reactants are: [CH3:1][C:2]1[S:6][C:5]([C:7]2[CH:12]=[CH:11][CH:10]=[CH:9][N:8]=2)=[N:4][C:3]=1OS(C(F)(F)F)(=O)=O.[C:21]1([S:27]([N:30]2[C:38]3[C:33](=[CH:34][C:35](B4OC(C)(C)C(C)(C)O4)=[CH:36][CH:37]=3)[CH:32]=[C:31]2[C:48]2[CH:53]=[CH:52][CH:51]=[CH:50][C:49]=2[Cl:54])(=[O:29])=[O:28])[CH:26]=[CH:25][CH:24]=[CH:23][CH:22]=1.C([O-])([O-])=O.[K+].[K+]. Given the product [C:21]1([S:27]([N:30]2[C:38]3[C:33](=[CH:34][C:35]([C:3]4[N:4]=[C:5]([C:7]5[CH:12]=[CH:11][CH:10]=[CH:9][N:8]=5)[S:6][C:2]=4[CH3:1])=[CH:36][CH:37]=3)[CH:32]=[C:31]2[C:48]2[CH:53]=[CH:52][CH:51]=[CH:50][C:49]=2[Cl:54])(=[O:29])=[O:28])[CH:22]=[CH:23][CH:24]=[CH:25][CH:26]=1, predict the reactants needed to synthesize it. (4) Given the product [F:37][C:38]1([F:44])[CH2:43][CH2:42][N:41]([CH2:23][C:22]2[CH:21]=[CH:20][C:19]([C:16]3[CH:17]=[C:18]4[C:10]([C:6]5[CH:5]=[C:4]6[C:9](=[CH:8][CH:7]=5)[NH:1][CH:2]=[CH:3]6)=[CH:11][NH:12][C:13]4=[N:14][CH:15]=3)=[CH:26][CH:25]=2)[CH2:40][CH2:39]1, predict the reactants needed to synthesize it. The reactants are: [NH:1]1[C:9]2[C:4](=[CH:5][C:6]([C:10]3[C:18]4[C:13](=[N:14][CH:15]=[C:16]([C:19]5[CH:26]=[CH:25][C:22]([CH:23]=O)=[CH:21][CH:20]=5)[CH:17]=4)[N:12](S(C4C=CC(C)=CC=4)(=O)=O)[CH:11]=3)=[CH:7][CH:8]=2)[CH:3]=[CH:2]1.[F:37][C:38]1([F:44])[CH2:43][CH2:42][NH:41][CH2:40][CH2:39]1.C(O[BH-](OC(=O)C)OC(=O)C)(=O)C.[Na+].